From a dataset of Full USPTO retrosynthesis dataset with 1.9M reactions from patents (1976-2016). Predict the reactants needed to synthesize the given product. (1) Given the product [CH2:2]([O:4][C:5]([C:7]1[C:8]2[S:16][CH:15]=[C:14]([CH2:17][O:18][C:19]3[CH:24]=[CH:23][CH:22]=[C:21]([O:25][CH2:26][C:27]4[CH:32]=[CH:31][C:30]([Cl:33])=[CH:29][CH:28]=4)[CH:20]=3)[C:9]=2[C:10]([NH2:1])=[N:11][CH:12]=1)=[O:6])[CH3:3], predict the reactants needed to synthesize it. The reactants are: [NH3:1].[CH2:2]([O:4][C:5]([C:7]1[C:8]2[S:16][CH:15]=[C:14]([CH2:17][O:18][C:19]3[CH:24]=[CH:23][CH:22]=[C:21]([O:25][CH2:26][C:27]4[CH:32]=[CH:31][C:30]([Cl:33])=[CH:29][CH:28]=4)[CH:20]=3)[C:9]=2[C:10](Cl)=[N:11][CH:12]=1)=[O:6])[CH3:3]. (2) Given the product [ClH:1].[CH3:7][O:8][N:9]([CH3:24])[C:10]1[N:11]=[C:12]([NH:20][CH2:21][CH2:22][CH3:23])[N:13]=[C:14]([NH:16][CH2:17][C:18]#[CH:19])[N:15]=1, predict the reactants needed to synthesize it. The reactants are: [ClH:1].C(OCC)C.[CH3:7][O:8][N:9]([CH3:24])[C:10]1[N:15]=[C:14]([NH:16][CH2:17][CH2:18][CH3:19])[N:13]=[C:12]([NH:20][CH2:21][C:22]#[CH:23])[N:11]=1. (3) Given the product [CH:14]([C:12]1[CH:11]=[C:5]([CH:4]=[C:3]([C:2]([F:17])([F:16])[F:1])[CH:13]=1)[C:6]([O:8][CH2:9][CH3:10])=[O:7])=[O:19], predict the reactants needed to synthesize it. The reactants are: [F:1][C:2]([F:17])([F:16])[C:3]1[CH:4]=[C:5]([CH:11]=[C:12]([CH:14]=C)[CH:13]=1)[C:6]([O:8][CH2:9][CH3:10])=[O:7].C[OH:19]. (4) Given the product [CH3:30][C:25]([C:31]1[CH:36]=[CH:35][C:34]([C:5]2[C:13]3[C:8](=[N:9][CH:10]=[C:11]([C:14]4[CH:19]=[CH:18][CH:17]=[C:16]([S:20]([CH3:23])(=[O:22])=[O:21])[CH:15]=4)[CH:12]=3)[NH:7][CH:6]=2)=[CH:33][CH:32]=1)([CH3:24])[C:26]([OH:28])=[O:27], predict the reactants needed to synthesize it. The reactants are: ClCCl.Br[C:5]1[C:13]2[C:8](=[N:9][CH:10]=[C:11]([C:14]3[CH:19]=[CH:18][CH:17]=[C:16]([S:20]([CH3:23])(=[O:22])=[O:21])[CH:15]=3)[CH:12]=2)[NH:7][CH:6]=1.[CH3:24][C:25]([C:31]1[CH:36]=[CH:35][C:34](B2OC(C)(C)C(C)(C)O2)=[CH:33][CH:32]=1)([CH3:30])[C:26]([O:28]C)=[O:27].C(=O)([O-])[O-].[K+].[K+].[OH-].[Na+].Cl. (5) The reactants are: [NH2:1][C:2]1[CH:24]=[CH:23][C:5]([CH2:6][C:7]2[CH:14]=[CH:13][CH:12]=[C:11]([O:15][CH2:16][C:17]3[CH:22]=[CH:21][CH:20]=[CH:19][CH:18]=3)[C:8]=2[C:9]#[N:10])=[CH:4][C:3]=1[O:25][CH2:26][C:27]1[CH:32]=[CH:31][CH:30]=[CH:29][CH:28]=1.[CH3:33][C:34]([OH:36])=[O:35].[C:37](O[BH-](OC(=O)C)OC(=O)C)(=O)[CH3:38].[Na+]. Given the product [CH2:37]([O:35][C:34](=[O:36])[CH2:33][NH:1][C:2]1[CH:24]=[CH:23][C:5]([CH2:6][C:7]2[CH:14]=[CH:13][CH:12]=[C:11]([O:15][CH2:16][C:17]3[CH:22]=[CH:21][CH:20]=[CH:19][CH:18]=3)[C:8]=2[C:9]#[N:10])=[CH:4][C:3]=1[O:25][CH2:26][C:27]1[CH:32]=[CH:31][CH:30]=[CH:29][CH:28]=1)[CH3:38], predict the reactants needed to synthesize it.